Predict the reactants needed to synthesize the given product. From a dataset of Full USPTO retrosynthesis dataset with 1.9M reactions from patents (1976-2016). Given the product [N:3]1[CH:4]=[CH:5][CH:6]=[N:7][C:2]=1[N:10]1[CH2:9][CH:8]=[C:13]([C:14]([OH:16])=[O:15])[CH2:12][CH2:11]1, predict the reactants needed to synthesize it. The reactants are: Cl[C:2]1[N:7]=[CH:6][CH:5]=[CH:4][N:3]=1.[CH2:8]1[C:13]([C:14]([OH:16])=[O:15])=[CH:12][CH2:11][NH:10][CH2:9]1.[Na].